From a dataset of Catalyst prediction with 721,799 reactions and 888 catalyst types from USPTO. Predict which catalyst facilitates the given reaction. (1) Product: [F:38][CH:9]([F:8])[CH2:10][NH:11][C:12]1[N:17]=[C:16]2[CH:18]([CH3:22])[N:19]([C:2](=[O:1])[CH3:4])[CH2:20][CH2:21][C:15]2=[N:14][C:13]=1[N:23]1[CH2:28][CH2:27][CH:26]([O:29][C:30]2[CH:35]=[CH:34][C:33]([F:36])=[CH:32][C:31]=2[F:37])[CH2:25][CH2:24]1.[C:2]([OH:3])([C:4]([F:7])([F:6])[F:5])=[O:1]. The catalyst class is: 2. Reactant: [OH:1][C:2]([C:4]([F:7])([F:6])[F:5])=[O:3].[F:8][CH:9]([F:38])[CH2:10][NH:11][C:12]1[N:17]=[C:16]2[CH:18]([CH3:22])[NH:19][CH2:20][CH2:21][C:15]2=[N:14][C:13]=1[N:23]1[CH2:28][CH2:27][CH:26]([O:29][C:30]2[CH:35]=[CH:34][C:33]([F:36])=[CH:32][C:31]=2[F:37])[CH2:25][CH2:24]1.CCN(C(C)C)C(C)C.C(OC(=O)C)(=O)C. (2) Product: [CH3:12][N:5]1[CH2:4][C:3]2[C:7](=[CH:8][CH:9]=[CH:10][C:2]=2[NH:1][C:29]([C:27]2[N:26]([CH2:32][CH3:33])[N:25]=[C:24]([C:21]([CH3:20])([CH3:23])[CH3:22])[CH:28]=2)=[O:30])[C:6]1=[O:11]. Reactant: [NH2:1][C:2]1[CH:10]=[CH:9][CH:8]=[C:7]2[C:3]=1[CH2:4][N:5]([CH3:12])[C:6]2=[O:11].C(N(CC)CC)C.[CH3:20][C:21]([C:24]1[CH:28]=[C:27]([C:29](Cl)=[O:30])[N:26]([CH2:32][CH3:33])[N:25]=1)([CH3:23])[CH3:22].C(OCC)(=O)C. The catalyst class is: 46. (3) Reactant: [CH3:1][N:2]1[C:6]2[CH:7]=[CH:8][C:9]([N:11]3[CH:16]=[C:15]([C:17]([O:19][CH2:20][CH3:21])=[O:18])[C:14](=[O:22])[NH:13][C:12]3=[O:23])=[CH:10][C:5]=2[O:4][C:3]1=[O:24].[Cl:25][C:26]1[CH:27]=[CH:28][CH:29]=[C:30]2[C:35]=1[CH2:34][O:33][CH2:32][CH:31]2O.C1(P(C2C=CC=CC=2)C2C=CC=CC=2)C=CC=CC=1.CC(OC(/N=N/C(OC(C)C)=O)=O)C.Cl. Product: [Cl:25][C:26]1[CH:27]=[CH:28][CH:29]=[C:30]2[C:35]=1[CH2:34][O:33][CH2:32][CH:31]2[N:13]1[C:14](=[O:22])[C:15]([C:17]([O:19][CH2:20][CH3:21])=[O:18])=[CH:16][N:11]([C:9]2[CH:8]=[CH:7][C:6]3[N:2]([CH3:1])[C:3](=[O:24])[O:4][C:5]=3[CH:10]=2)[C:12]1=[O:23]. The catalyst class is: 198. (4) Reactant: Br[C:2]1[CH:7]=[CH:6][CH:5]=[C:4]([Br:8])[N:3]=1.C([Li])CCC.C1(C)C=CC=CC=1.C([Li])CCC.C([Mg]Cl)CCC.C1(C)C=CC=CC=1.C([Li])CCC.C([Mg]Cl)CCC.BrC1C=CC=C(Br)N=1.C1(C)C=CC=CC=1.CN(C)[CH:67]=[O:68].C([O-])(=O)CC(CC(O)=O)(C(O)=O)O.[Na+]. Product: [CH:67]([C:2]1[CH:7]=[CH:6][CH:5]=[C:4]([Br:8])[N:3]=1)=[O:68]. The catalyst class is: 11. (5) Reactant: Cl.[NH2:2][CH2:3][C:4]1[CH:5]=[C:6]([CH2:10][N:11]2[C:19]3[C:14](=[C:15]([O:20][CH3:21])[CH:16]=[CH:17][CH:18]=3)[C:13]([NH:22][S:23]([C:26]3[S:27][C:28]([Cl:31])=[CH:29][CH:30]=3)(=[O:25])=[O:24])=[N:12]2)[CH:7]=[CH:8][CH:9]=1.C(N(CC)CC)C.[CH:39]([N:42]=[C:43]=[O:44])([CH3:41])[CH3:40]. Product: [Cl:31][C:28]1[S:27][C:26]([S:23]([NH:22][C:13]2[C:14]3[C:19](=[CH:18][CH:17]=[CH:16][C:15]=3[O:20][CH3:21])[N:11]([CH2:10][C:6]3[CH:7]=[CH:8][CH:9]=[C:4]([CH2:3][NH:2][C:43]([NH:42][CH:39]([CH3:41])[CH3:40])=[O:44])[CH:5]=3)[N:12]=2)(=[O:25])=[O:24])=[CH:30][CH:29]=1. The catalyst class is: 61. (6) The catalyst class is: 15. Reactant: [C:1]1([N:7]2[C:19]3[CH:18]=[CH:17][CH:16]=[CH:15][C:14]=3[C:13]3[C:8]2=[CH:9][CH:10]=[CH:11][CH:12]=3)[CH:6]=[CH:5][CH:4]=[CH:3][CH:2]=1.[I-].[K+].[I:22]([O-])(=O)=O.[K+].II.S([O-])([O-])(=O)=S.[Na+].[Na+]. Product: [I:22][C:16]1[CH:17]=[CH:18][C:19]2[N:7]([C:1]3[CH:2]=[CH:3][CH:4]=[CH:5][CH:6]=3)[C:8]3[C:13]([C:14]=2[CH:15]=1)=[CH:12][CH:11]=[CH:10][CH:9]=3. (7) Reactant: [NH2:1][C:2]1[CH:6]=[CH:5][S:4][C:3]=1[C:7]([O:9][CH3:10])=[O:8].N1C=CC=CC=1.[F:17][C:18]1[CH:23]=[CH:22][C:21]([S:24](Cl)(=[O:26])=[O:25])=[CH:20][CH:19]=1. Product: [F:17][C:18]1[CH:23]=[CH:22][C:21]([S:24]([NH:1][C:2]2[CH:6]=[CH:5][S:4][C:3]=2[C:7]([O:9][CH3:10])=[O:8])(=[O:26])=[O:25])=[CH:20][CH:19]=1. The catalyst class is: 4.